Dataset: Peptide-MHC class I binding affinity with 185,985 pairs from IEDB/IMGT. Task: Regression. Given a peptide amino acid sequence and an MHC pseudo amino acid sequence, predict their binding affinity value. This is MHC class I binding data. (1) The peptide sequence is DAYRRIHSL. The MHC is HLA-A02:01 with pseudo-sequence HLA-A02:01. The binding affinity (normalized) is 0. (2) The peptide sequence is QELKNSAVSL. The MHC is HLA-B35:01 with pseudo-sequence HLA-B35:01. The binding affinity (normalized) is 0. (3) The peptide sequence is EFLYCKMNW. The MHC is Mamu-B52 with pseudo-sequence Mamu-B52. The binding affinity (normalized) is 0.392. (4) The peptide sequence is MTAEDMLTV. The MHC is HLA-A02:01 with pseudo-sequence HLA-A02:01. The binding affinity (normalized) is 0.756. (5) The peptide sequence is DPKRYFVPIF. The MHC is HLA-A29:02 with pseudo-sequence HLA-A29:02. The binding affinity (normalized) is 0.344.